Task: Predict the reactants needed to synthesize the given product.. Dataset: Full USPTO retrosynthesis dataset with 1.9M reactions from patents (1976-2016) (1) Given the product [Cl:1][C:2]1[CH:3]=[CH:4][C:5]([C:8]2[C:9]([C@@H:14]([NH:24][C:25](=[O:38])[CH2:26][C:27]3[C:31]4[NH:32][C:33](=[O:36])[CH:34]=[CH:35][C:30]=4[NH:29][CH:28]=3)[CH2:15][C:16]3[CH:17]=[C:18]([F:23])[CH:19]=[C:20]([F:22])[CH:21]=3)=[N:10][CH:11]=[N:12][CH:13]=2)=[CH:6][CH:7]=1, predict the reactants needed to synthesize it. The reactants are: [Cl:1][C:2]1[CH:7]=[CH:6][C:5]([C:8]2[C:9]([C@@H:14]([NH:24][C:25](=[O:38])[CH2:26][C:27]3[C:31]4=[N:32][C:33]([O:36]C)=[CH:34][CH:35]=[C:30]4[NH:29][CH:28]=3)[CH2:15][C:16]3[CH:21]=[C:20]([F:22])[CH:19]=[C:18]([F:23])[CH:17]=3)=[N:10][CH:11]=[N:12][CH:13]=2)=[CH:4][CH:3]=1. (2) Given the product [C:10]([O:14][C:15]([N:17]1[CH2:22][CH2:21][CH:20]([C:30]2[N:31]([CH3:34])[C:32]3[C:28]([N:29]=2)=[C:27]([N:36]2[CH2:41][CH2:40][O:39][CH2:38][CH2:37]2)[N:26]=[C:25]([Cl:24])[N:33]=3)[CH2:19][CH2:18]1)=[O:16])([CH3:13])([CH3:12])[CH3:11], predict the reactants needed to synthesize it. The reactants are: [Si](Cl)(C)(C)C.BrCCBr.[C:10]([O:14][C:15]([N:17]1[CH2:22][CH2:21][CH:20](I)[CH2:19][CH2:18]1)=[O:16])([CH3:13])([CH3:12])[CH3:11].[Cl:24][C:25]1[N:33]=[C:32]2[C:28]([N:29]=[C:30](I)[N:31]2[CH3:34])=[C:27]([N:36]2[CH2:41][CH2:40][O:39][CH2:38][CH2:37]2)[N:26]=1. (3) The reactants are: [F:1][CH:2]([F:31])[N:3]1[N:19]=[CH:18][C:17]2[NH:16][C:15](=[O:20])[C@H:14]([CH3:21])[CH:13]=[CH:12][CH2:11][C@H:10]([NH:22][C:23](=[O:29])[O:24][C:25]([CH3:28])([CH3:27])[CH3:26])[C:9]3[CH:30]=[C:5]([N:6]=[CH:7][CH:8]=3)[C:4]1=2. Given the product [F:31][CH:2]([F:1])[N:3]1[N:19]=[CH:18][C:17]2[NH:16][C:15](=[O:20])[C@H:14]([CH3:21])[CH2:13][CH2:12][CH2:11][C@H:10]([NH:22][C:23](=[O:29])[O:24][C:25]([CH3:26])([CH3:28])[CH3:27])[C:9]3[CH:30]=[C:5]([N:6]=[CH:7][CH:8]=3)[C:4]1=2, predict the reactants needed to synthesize it.